Task: Predict which catalyst facilitates the given reaction.. Dataset: Catalyst prediction with 721,799 reactions and 888 catalyst types from USPTO Reactant: [Cl:1][C:2]1[CH:7]=[CH:6][C:5]([C:8]2[N:9]([CH:14]3[CH2:16][CH2:15]3)[C:10](=[O:13])[NH:11][N:12]=2)=[CH:4][CH:3]=1.C(=O)([O-])[O-].[Cs+].[Cs+].[Br:23][C:24]1[CH:29]=[CH:28][C:27]([F:30])=[C:26]([CH2:31]Br)[CH:25]=1. Product: [Br:23][C:24]1[CH:29]=[CH:28][C:27]([F:30])=[C:26]([CH:25]=1)[CH2:31][N:11]1[C:10](=[O:13])[N:9]([CH:14]2[CH2:16][CH2:15]2)[C:8]([C:5]2[CH:4]=[CH:3][C:2]([Cl:1])=[CH:7][CH:6]=2)=[N:12]1. The catalyst class is: 10.